This data is from Catalyst prediction with 721,799 reactions and 888 catalyst types from USPTO. The task is: Predict which catalyst facilitates the given reaction. (1) Reactant: [CH3:1][C@H:2]1[CH2:7][O:6][CH2:5][CH2:4][N:3]1[C:8]1[CH:13]=[C:12]([CH2:14][S:15]([CH3:18])(=[O:17])=[O:16])[N:11]=[C:10]([C:19]2[S:23][C:22]([N:24](C(OC(C)(C)C)=O)C(=O)OC(C)(C)C)=[N:21][CH:20]=2)[N:9]=1.C(O)(C(F)(F)F)=O. Product: [CH3:1][C@H:2]1[CH2:7][O:6][CH2:5][CH2:4][N:3]1[C:8]1[CH:13]=[C:12]([CH2:14][S:15]([CH3:18])(=[O:17])=[O:16])[N:11]=[C:10]([C:19]2[S:23][C:22]([NH2:24])=[N:21][CH:20]=2)[N:9]=1. The catalyst class is: 2. (2) Reactant: [CH:1]1([C:4]2[NH:5][C:6](=[O:13])[CH:7]=[C:8]([C:10]([OH:12])=[O:11])[N:9]=2)[CH2:3][CH2:2]1.[ClH:14].Cl[O-].[Na+].S(=O)(O)[O-].[Na+]. Product: [Cl:14][C:7]1[C:6](=[O:13])[NH:5][C:4]([CH:1]2[CH2:2][CH2:3]2)=[N:9][C:8]=1[C:10]([OH:12])=[O:11]. The catalyst class is: 6. (3) Reactant: Cl.[C:2]1([N:8]([CH2:32][CH2:33][C:34]([O:36][CH2:37][CH2:38][CH3:39])=[O:35])[C:9]([C:11]2[CH:31]=[CH:30][C:14]3[N:15]([CH3:29])[C:16]([CH2:18][NH:19][C:20]4[CH:25]=[CH:24][C:23]([C:26](=[NH:28])[NH2:27])=[CH:22][CH:21]=4)=[N:17][C:13]=3[CH:12]=2)=[O:10])[CH:7]=[CH:6][CH:5]=[CH:4][CH:3]=1.Cl[C:41]([O:43][CH2:44][CH2:45][CH2:46][CH2:47][CH2:48][CH3:49])=[O:42]. Product: [C:2]1([N:8]([CH2:32][CH2:33][C:34]([O:36][CH2:37][CH2:38][CH3:39])=[O:35])[C:9]([C:11]2[CH:31]=[CH:30][C:14]3[N:15]([CH3:29])[C:16]([CH2:18][NH:19][C:20]4[CH:25]=[CH:24][C:23]([C:26](=[NH:27])[NH:28][C:41]([O:43][CH2:44][CH2:45][CH2:46][CH2:47][CH2:48][CH3:49])=[O:42])=[CH:22][CH:21]=4)=[N:17][C:13]=3[CH:12]=2)=[O:10])[CH:3]=[CH:4][CH:5]=[CH:6][CH:7]=1. The catalyst class is: 429.